From a dataset of Reaction yield outcomes from USPTO patents with 853,638 reactions. Predict the reaction yield, written as a fraction of the theoretical maximum amount of product (1.0 means a 100% yield; for example, 0.34 means a 34% yield). (1) The reactants are [OH:1][C:2]12[C:13]3[C:8](=[C:9]([N+:14]([O-])=O)[CH:10]=[CH:11][CH:12]=3)[C:7](=[O:17])[C:6]1([NH:18][C:19]([C:21]1[CH:30]=[CH:29][C:24]([C:25]([O:27][CH3:28])=[O:26])=[CH:23][CH:22]=1)=[O:20])[C:5]1[CH:31]=[CH:32][C:33]([CH:35]([CH3:37])[CH3:36])=[CH:34][C:4]=1[O:3]2.O. The catalyst is Cl.C(O)C.[Fe]. The product is [CH3:28][O:27][C:25](=[O:26])[C:24]1[CH:29]=[CH:30][C:21]([C:19](=[O:20])[NH:18][C:6]23[C:7](=[O:17])[C:8]4[C:13](=[CH:12][CH:11]=[CH:10][C:9]=4[NH2:14])[C:2]2([OH:1])[O:3][C:4]2[CH:34]=[C:33]([CH:35]([CH3:37])[CH3:36])[CH:32]=[CH:31][C:5]=23)=[CH:22][CH:23]=1. The yield is 0.710. (2) The catalyst is C(O)C. The yield is 0.820. The product is [NH2:9][C:6]1[CH:7]=[CH:8][C:3]([C:1]#[N:2])=[C:4]([C:12]2[CH:17]=[CH:16][C:15]([C:18]3[S:19][CH:20]=[CH:21][C:22]=3[NH:23][S:24]([CH:27]([CH3:29])[CH3:28])(=[O:26])=[O:25])=[CH:14][CH:13]=2)[CH:5]=1. The reactants are [C:1]([C:3]1[CH:8]=[CH:7][C:6]([N+:9]([O-])=O)=[CH:5][C:4]=1[C:12]1[CH:17]=[CH:16][C:15]([C:18]2[S:19][CH:20]=[CH:21][C:22]=2[NH:23][S:24]([CH:27]([CH3:29])[CH3:28])(=[O:26])=[O:25])=[CH:14][CH:13]=1)#[N:2].Cl[Sn]Cl.O. (3) The reactants are [C:1]1([SH:7])[CH:6]=[CH:5][CH:4]=[CH:3][CH:2]=1.C(=O)([O-])[O-].[K+].[K+].F[C:15]1[CH:20]=[CH:19][C:18]([F:21])=[CH:17][C:16]=1[N+:22]([O-:24])=[O:23].O. The catalyst is C(#N)C.C(Cl)Cl. The product is [F:21][C:18]1[CH:19]=[CH:20][C:15]([S:7][C:1]2[CH:6]=[CH:5][CH:4]=[CH:3][CH:2]=2)=[C:16]([N+:22]([O-:24])=[O:23])[CH:17]=1. The yield is 0.990. (4) The reactants are [NH2:1][C:2]1[C:3]([C:9]([NH:11][NH:12][C:13](=[O:18])[C:14]([CH3:17])([CH3:16])[CH3:15])=O)=[N:4][C:5]([Br:8])=[CH:6][N:7]=1.CCN(C(C)C)C(C)C.C1(C)C=CC(S(Cl)(=O)=O)=CC=1. The catalyst is CC#N. The product is [Br:8][C:5]1[N:4]=[C:3]([C:9]2[O:18][C:13]([C:14]([CH3:15])([CH3:16])[CH3:17])=[N:12][N:11]=2)[C:2]([NH2:1])=[N:7][CH:6]=1. The yield is 0.170. (5) The yield is 0.850. The catalyst is CCOCC. The product is [CH3:21][O:20][C:16]1[CH:15]=[C:14]([CH:11]([CH2:12][CH3:13])[CH:10]([CH3:22])[CH2:9][N:8]([CH3:24])[CH3:7])[CH:19]=[CH:18][CH:17]=1. The reactants are [H-].[Al+3].[Li+].[H-].[H-].[H-].[CH3:7][N:8]([CH3:24])[C:9](=O)[CH:10]([CH3:22])[CH:11]([C:14]1[CH:19]=[CH:18][CH:17]=[C:16]([O:20][CH3:21])[CH:15]=1)[CH2:12][CH3:13].